Dataset: Catalyst prediction with 721,799 reactions and 888 catalyst types from USPTO. Task: Predict which catalyst facilitates the given reaction. (1) Reactant: [Cl:1][C:2]1[N:10]=[C:9]([NH:11][C:12]2[CH:13]=[C:14]([CH:17]=[CH:18][C:19]=2[N+:20]([O-])=O)[C:15]#[N:16])[N:8]=[C:7]2[C:3]=1[NH:4][C:5](=[O:29])[N:6]2[CH:23]1[CH2:28][CH2:27][O:26][CH2:25][CH2:24]1.[S]. Product: [NH2:20][C:19]1[CH:18]=[CH:17][C:14]([C:15]#[N:16])=[CH:13][C:12]=1[NH:11][C:9]1[N:8]=[C:7]2[C:3]([NH:4][C:5](=[O:29])[N:6]2[CH:23]2[CH2:24][CH2:25][O:26][CH2:27][CH2:28]2)=[C:2]([Cl:1])[N:10]=1. The catalyst class is: 13. (2) Reactant: CS(O[CH2:6][CH2:7][CH2:8][CH2:9]/[CH:10]=[CH:11]\[CH2:12]/[CH:13]=[CH:14]\[CH2:15]/[CH:16]=[CH:17]\[CH2:18]/[CH:19]=[CH:20]\[CH2:21][CH2:22][CH2:23][CH2:24][CH3:25])(=O)=O.[Br-:26].[Mg+2].[Br-]. Product: [CH2:6]([Br:26])[CH2:7][CH2:8][CH2:9]/[CH:10]=[CH:11]\[CH2:12]/[CH:13]=[CH:14]\[CH2:15]/[CH:16]=[CH:17]\[CH2:18]/[CH:19]=[CH:20]\[CH2:21][CH2:22][CH2:23][CH2:24][CH3:25]. The catalyst class is: 28. (3) Reactant: [O:1]1[CH:3]([CH2:4][CH2:5][CH2:6][CH2:7][CH2:8][CH3:9])[CH2:2]1.C1C(=O)N(Br)C(=O)C1.[C:18]([O:26]OC(=O)C1C=CC=CC=1)(=[O:25])C1C=CC=CC=1.C1C2C(=CC=CC=2)C=CC=1. Product: [CH2:4]([CH:3]1[CH2:2][O:26][C:18](=[O:25])[O:1]1)[CH2:5][CH2:6][CH2:7][CH2:8][CH3:9]. The catalyst class is: 3. (4) Reactant: C([O:8][N:9]([CH2:12][CH2:13][CH2:14][CH2:15][CH2:16][CH2:17][N:18]1[C:24](=[O:25])[C:23]2[CH2:26][CH2:27][CH:28]=[CH:29][C:22]=2[O:21][C:20]2[CH:30]=[CH:31][CH:32]=[CH:33][C:19]1=2)[CH:10]=[O:11])C1C=CC=CC=1.[H][H]. Product: [OH:8][N:9]([CH2:12][CH2:13][CH2:14][CH2:15][CH2:16][CH2:17][N:18]1[C:24](=[O:25])[C:23]2[CH:26]=[CH:27][CH:28]=[CH:29][C:22]=2[O:21][C:20]2[CH:30]=[CH:31][CH:32]=[CH:33][C:19]1=2)[CH:10]=[O:11]. The catalyst class is: 19. (5) Reactant: [CH2:1]([O:3][CH:4]([O:31][CH2:32][CH3:33])[CH2:5][N:6]1[C:14]2[C:9](=[CH:10][CH:11]=[CH:12][CH:13]=2)[C:8]([CH2:26][C:27]([OH:29])=O)([NH:15][C:16]([NH:18][C:19]2[CH:24]=[CH:23][C:22]([CH3:25])=[CH:21][CH:20]=2)=[O:17])[C:7]1=[O:30])[CH3:2].[NH2:34][C:35]1[CH:42]=[CH:41][C:38]([CH2:39][OH:40])=[CH:37][CH:36]=1.Cl.C(N=C=NCCCN(C)C)C.O. Product: [CH2:1]([O:3][CH:4]([O:31][CH2:32][CH3:33])[CH2:5][N:6]1[C:14]2[C:13](=[CH:12][CH:11]=[CH:10][CH:9]=2)[C@@:8]([CH2:26][C:27]([NH:34][C:35]2[CH:42]=[CH:41][C:38]([CH2:39][OH:40])=[CH:37][CH:36]=2)=[O:29])([NH:15][C:16]([NH:18][C:19]2[CH:20]=[CH:21][C:22]([CH3:25])=[CH:23][CH:24]=2)=[O:17])[C:7]1=[O:30])[CH3:2]. The catalyst class is: 115. (6) Reactant: [C:1]([C:4]1[CH:5]=[C:6]2[C:10](=[CH:11][CH:12]=1)[NH:9][C:8](=[O:13])[CH2:7]2)([CH3:3])=[CH2:2]. Product: [CH:1]([C:4]1[CH:5]=[C:6]2[C:10](=[CH:11][CH:12]=1)[NH:9][C:8](=[O:13])[CH2:7]2)([CH3:3])[CH3:2]. The catalyst class is: 5. (7) Reactant: [CH:1]([C:3]1[N:7]([C:8]2[CH:15]=[CH:14][C:11]([C:12]#[N:13])=[CH:10][CH:9]=2)[CH:6]=[N:5][CH:4]=1)=O.[CH3:16][NH:17][CH2:18][CH2:19][NH:20][C:21](=[O:27])[O:22][C:23]([CH3:26])([CH3:25])[CH3:24].[BH-](OC(C)=O)(OC(C)=O)OC(C)=O.[Na+]. Product: [C:12]([C:11]1[CH:14]=[CH:15][C:8]([N:7]2[C:3]([CH2:1][N:17]([CH3:16])[CH2:18][CH2:19][NH:20][C:21](=[O:27])[O:22][C:23]([CH3:24])([CH3:25])[CH3:26])=[CH:4][N:5]=[CH:6]2)=[CH:9][CH:10]=1)#[N:13]. The catalyst class is: 26. (8) Reactant: [CH3:1][O:2][CH:3]1[O:7][C@@H:6]([CH2:8][O:9][Si](C)(C2C=CC=CC=2)C2C=CC=CC=2)[CH2:5][CH2:4]1.C(O)=O.CCOC(C)=O. Product: [CH3:1][O:2][CH:3]1[O:7][C@@H:6]([CH2:8][OH:9])[CH2:5][CH2:4]1. The catalyst class is: 5. (9) Reactant: [CH3:1][O:2][C:3]([C:5]1[S:9][C:8]2[CH:10]=[C:11]([C:14]([OH:16])=O)[CH:12]=[CH:13][C:7]=2[C:6]=1[O:17][CH2:18][C:19]([O:21][CH3:22])=[O:20])=[O:4].S(Cl)(Cl)=O.COC(C1SC2C=C(C(Cl)=O)C=C(OC)C=2C=1C(OC)=O)=O.[NH2:49][C:50]1[N:54]([CH3:55])[N:53]=[C:52]([C:56]2[CH:61]=[CH:60][CH:59]=[CH:58][CH:57]=2)[CH:51]=1.N1C=CC=CC=1. Product: [CH3:1][O:2][C:3]([C:5]1[S:9][C:8]2[CH:10]=[C:11]([C:14](=[O:16])[NH:49][C:50]3[N:54]([CH3:55])[N:53]=[C:52]([C:56]4[CH:61]=[CH:60][CH:59]=[CH:58][CH:57]=4)[CH:51]=3)[CH:12]=[CH:13][C:7]=2[C:6]=1[O:17][CH2:18][C:19]([O:21][CH3:22])=[O:20])=[O:4]. The catalyst class is: 451.